From a dataset of Full USPTO retrosynthesis dataset with 1.9M reactions from patents (1976-2016). Predict the reactants needed to synthesize the given product. (1) The reactants are: [CH3:1][OH:2].[Br:3][C:4]1[CH:5]=[N:6][CH:7]=[C:8](Br)[CH:9]=1. Given the product [Br:3][C:4]1[CH:5]=[N:6][CH:7]=[C:8]([O:2][CH3:1])[CH:9]=1, predict the reactants needed to synthesize it. (2) Given the product [CH3:1][C:2]1[CH:28]=[CH:27][CH:26]=[C:25]([CH3:29])[C:3]=1[O:4][C:5]1[CH:6]=[C:7]([CH:22]=[CH:23][CH:24]=1)[CH2:8][O:9][C:10]1[CH:11]=[CH:12][C:13]([CH2:16][CH2:17][C:18]([OH:20])=[O:19])=[CH:14][CH:15]=1, predict the reactants needed to synthesize it. The reactants are: [CH3:1][C:2]1[CH:28]=[CH:27][CH:26]=[C:25]([CH3:29])[C:3]=1[O:4][C:5]1[CH:6]=[C:7]([CH:22]=[CH:23][CH:24]=1)[CH2:8][O:9][C:10]1[CH:15]=[CH:14][C:13]([CH2:16][CH2:17][C:18]([O:20]C)=[O:19])=[CH:12][CH:11]=1.[OH-].[Na+]. (3) Given the product [CH2:7]([NH:14][C:2]1([C:22]([F:27])([F:26])[F:21])[CH2:6][CH2:5][O:4][CH2:3]1)[C:8]1[CH:13]=[CH:12][CH:11]=[CH:10][CH:9]=1, predict the reactants needed to synthesize it. The reactants are: O=[C:2]1[CH2:6][CH2:5][O:4][CH2:3]1.[CH2:7]([NH2:14])[C:8]1[CH:13]=[CH:12][CH:11]=[CH:10][CH:9]=1.[O-]S([O-])(=O)=O.[Mg+2].[F:21][C:22]([F:27])([F:26])C(O)=O.F.[K].FC([Si](C)(C)C)(F)F.C([O-])([O-])=O.[Na+].[Na+]. (4) Given the product [CH2:1]([O:8][N:9]1[C:18]2[C:13](=[CH:14][CH:15]=[CH:16][N:17]=2)[C:12]([N:22]2[CH2:23][CH2:24][C:25]3[C:30](=[CH:29][C:28]([C:31]([O:33][CH3:34])=[O:32])=[CH:27][CH:26]=3)[CH2:21]2)=[CH:11][C:10]1=[O:20])[C:2]1[CH:7]=[CH:6][CH:5]=[CH:4][CH:3]=1, predict the reactants needed to synthesize it. The reactants are: [CH2:1]([O:8][N:9]1[C:18]2[C:13](=[CH:14][CH:15]=[CH:16][N:17]=2)[C:12](O)=[CH:11][C:10]1=[O:20])[C:2]1[CH:7]=[CH:6][CH:5]=[CH:4][CH:3]=1.[CH2:21]1[C:30]2[C:25](=[CH:26][CH:27]=[C:28]([C:31]([O:33][CH3:34])=[O:32])[CH:29]=2)[CH2:24][CH2:23][NH:22]1.